Task: Regression. Given two drug SMILES strings and cell line genomic features, predict the synergy score measuring deviation from expected non-interaction effect.. Dataset: NCI-60 drug combinations with 297,098 pairs across 59 cell lines (1) Drug 1: C1C(C(OC1N2C=NC3=C(N=C(N=C32)Cl)N)CO)O. Drug 2: COCCOC1=C(C=C2C(=C1)C(=NC=N2)NC3=CC=CC(=C3)C#C)OCCOC.Cl. Cell line: NCI-H226. Synergy scores: CSS=2.50, Synergy_ZIP=-2.22, Synergy_Bliss=-1.66, Synergy_Loewe=-1.60, Synergy_HSA=-1.01. (2) Drug 1: C1=NC2=C(N=C(N=C2N1C3C(C(C(O3)CO)O)F)Cl)N. Drug 2: CN(C(=O)NC(C=O)C(C(C(CO)O)O)O)N=O. Cell line: SNB-75. Synergy scores: CSS=2.96, Synergy_ZIP=-1.07, Synergy_Bliss=1.22, Synergy_Loewe=-0.850, Synergy_HSA=0.404. (3) Drug 1: C1CCC(C1)C(CC#N)N2C=C(C=N2)C3=C4C=CNC4=NC=N3. Drug 2: CS(=O)(=O)CCNCC1=CC=C(O1)C2=CC3=C(C=C2)N=CN=C3NC4=CC(=C(C=C4)OCC5=CC(=CC=C5)F)Cl. Cell line: SF-295. Synergy scores: CSS=-0.150, Synergy_ZIP=-1.18, Synergy_Bliss=-3.42, Synergy_Loewe=-2.78, Synergy_HSA=-3.44. (4) Drug 1: C1CCC(CC1)NC(=O)N(CCCl)N=O. Drug 2: CCCCC(=O)OCC(=O)C1(CC(C2=C(C1)C(=C3C(=C2O)C(=O)C4=C(C3=O)C=CC=C4OC)O)OC5CC(C(C(O5)C)O)NC(=O)C(F)(F)F)O. Cell line: COLO 205. Synergy scores: CSS=19.1, Synergy_ZIP=-3.16, Synergy_Bliss=5.51, Synergy_Loewe=4.80, Synergy_HSA=4.42. (5) Drug 1: CCC1=C2CN3C(=CC4=C(C3=O)COC(=O)C4(CC)O)C2=NC5=C1C=C(C=C5)O. Drug 2: CN1C2=C(C=C(C=C2)N(CCCl)CCCl)N=C1CCCC(=O)O.Cl. Cell line: HCT-15. Synergy scores: CSS=11.5, Synergy_ZIP=-4.43, Synergy_Bliss=2.16, Synergy_Loewe=-26.4, Synergy_HSA=-1.37. (6) Drug 1: C1C(C(OC1N2C=C(C(=O)NC2=O)F)CO)O. Drug 2: CCC1(CC2CC(C3=C(CCN(C2)C1)C4=CC=CC=C4N3)(C5=C(C=C6C(=C5)C78CCN9C7C(C=CC9)(C(C(C8N6C)(C(=O)OC)O)OC(=O)C)CC)OC)C(=O)OC)O.OS(=O)(=O)O. Cell line: UACC-257. Synergy scores: CSS=7.31, Synergy_ZIP=-2.26, Synergy_Bliss=-1.38, Synergy_Loewe=-2.03, Synergy_HSA=-0.544. (7) Drug 1: C1=CN(C(=O)N=C1N)C2C(C(C(O2)CO)O)O.Cl. Drug 2: N.N.Cl[Pt+2]Cl. Cell line: NCIH23. Synergy scores: CSS=68.4, Synergy_ZIP=-4.40, Synergy_Bliss=-5.00, Synergy_Loewe=-0.657, Synergy_HSA=2.00. (8) Drug 1: CC1=C(C=C(C=C1)NC2=NC=CC(=N2)N(C)C3=CC4=NN(C(=C4C=C3)C)C)S(=O)(=O)N.Cl. Drug 2: C1C(C(OC1N2C=NC3=C(N=C(N=C32)Cl)N)CO)O. Cell line: M14. Synergy scores: CSS=5.21, Synergy_ZIP=-1.18, Synergy_Bliss=2.77, Synergy_Loewe=-16.8, Synergy_HSA=-0.943.